Dataset: Experimental lipophilicity measurements (octanol/water distribution) for 4,200 compounds from AstraZeneca. Task: Regression/Classification. Given a drug SMILES string, predict its absorption, distribution, metabolism, or excretion properties. Task type varies by dataset: regression for continuous measurements (e.g., permeability, clearance, half-life) or binary classification for categorical outcomes (e.g., BBB penetration, CYP inhibition). For this dataset (lipophilicity_astrazeneca), we predict Y. (1) The molecule is CC(C)NC(=O)c1ccc2c(Nc3ccc(Cl)cc3)nc(N3CCOCC3)nc2c1. The Y is 2.78 logD. (2) The drug is O=C(O)COc1ccc(C(F)(F)F)cc1-c1ccc(Cl)cc1. The Y is 0.900 logD. (3) The molecule is CC(O)c1ccc2c(c1)N(CCN1CCC(NCc3ccc4c(n3)NC(=O)CO4)CC1)C(=O)CO2. The Y is 0.250 logD. (4) The compound is Nc1nccc(-c2cc3c([nH]2)[C@H](CCF)CNC3=O)n1. The Y is 0.510 logD. (5) The compound is CS(=O)(=O)Nc1ccc(CCOCCCS(=O)(=O)CCNCCc2ccc(O)c3nc(O)sc23)cc1. The Y is 1.34 logD. (6) The compound is NC(=O)c1cn([C@@H]2O[C@H](CO)[C@@H](O)[C@H]2O)c2ncnc(N)c12. The Y is -0.870 logD. (7) The compound is Cc1ccc(NC(=O)c2ccnc(N3CCOCC3)c2)cc1NC(=O)c1ccc(OCc2ccccn2)cc1. The Y is 3.47 logD.